From a dataset of Peptide-MHC class II binding affinity with 134,281 pairs from IEDB. Regression. Given a peptide amino acid sequence and an MHC pseudo amino acid sequence, predict their binding affinity value. This is MHC class II binding data. (1) The peptide sequence is HYTVDKSKPKVYQ. The MHC is DRB1_1501 with pseudo-sequence DRB1_1501. The binding affinity (normalized) is 0. (2) The peptide sequence is LVSKLYEVVPGILTE. The MHC is HLA-DQA10102-DQB10502 with pseudo-sequence HLA-DQA10102-DQB10502. The binding affinity (normalized) is 0.336. (3) The binding affinity (normalized) is 0.268. The MHC is DRB1_0701 with pseudo-sequence DRB1_0701. The peptide sequence is NDVSTYASGKVWGQK. (4) The binding affinity (normalized) is 0.0963. The peptide sequence is NSQDHGWDLNAASAY. The MHC is HLA-DPA10201-DPB10101 with pseudo-sequence HLA-DPA10201-DPB10101. (5) The peptide sequence is RRDLRLASNAICSAVPV. The MHC is DRB1_0901 with pseudo-sequence DRB1_0901. The binding affinity (normalized) is 0.620. (6) The peptide sequence is MAVYTLITAAIIHRE. The MHC is DRB1_1302 with pseudo-sequence DRB1_1302. The binding affinity (normalized) is 0.756.